This data is from hERG potassium channel inhibition data for cardiac toxicity prediction from Karim et al.. The task is: Regression/Classification. Given a drug SMILES string, predict its toxicity properties. Task type varies by dataset: regression for continuous values (e.g., LD50, hERG inhibition percentage) or binary classification for toxic/non-toxic outcomes (e.g., AMES mutagenicity, cardiotoxicity, hepatotoxicity). Dataset: herg_karim. (1) The drug is CNC(=O)c1cc2cc(C3(Cc4ccccc4)CCNC3)ccc2[nH]1. The result is 0 (non-blocker). (2) The drug is O=S(=O)(N=Cc1c(O)ccc2ccccc12)c1cccs1. The result is 0 (non-blocker). (3) The molecule is COc1c(C(C)(C)C)cc(C(=O)NCC2CCN(CCCCCC(c3ccc(F)cc3)c3ccc(F)cc3)C2)cc1C(C)(C)C. The result is 1 (blocker). (4) The compound is CCn1nc(Cc2ccc(C#N)cc2)cc1C1CCN(C[C@H]2CN([C@@H](C(=O)O)C(C)(C)C)C[C@@H]2c2cccc(F)c2)CC1. The result is 1 (blocker). (5) The drug is c1ccc2cc(CO[C@H]3CCNC3)ccc2c1. The result is 0 (non-blocker). (6) The molecule is Cc1ccccc1-n1c(Cn2nc(-c3cccc(O)c3)c3c(N)ncnc32)nc2cccc(C)c2c1=O. The result is 0 (non-blocker). (7) The compound is O=C(C=Cc1ccc2c(c1)CN(C(=O)C1CC1)C2)NO. The result is 0 (non-blocker). (8) The molecule is O=C1CSC(c2cc(C(F)(F)F)cc(S(=O)(=O)N3CCN(C(=O)[C@@H]4C[C@H]4c4ccc(C(F)(F)F)cc4)CC3)c2)=N1. The result is 1 (blocker).